This data is from Full USPTO retrosynthesis dataset with 1.9M reactions from patents (1976-2016). The task is: Predict the reactants needed to synthesize the given product. (1) Given the product [NH2:96][C:94]1[N:93]=[CH:92][N:91]=[C:90]2[N:89]([CH:68]([C:58]3[O:59][C:60](=[O:67])[C:61]4[C:66]([C:57]=3[C:54]3[CH:53]=[CH:52][C:51]([CH:50]=[CH:49][CH2:48][N:47]([CH3:46])[CH3:71])=[CH:56][CH:55]=3)=[CH:65][CH:64]=[CH:63][CH:62]=4)[CH3:69])[N:88]=[C:87]([C:82]3[CH:83]=[C:84]([F:86])[CH:85]=[C:80]([O:79][CH2:72][C:73]4[CH:74]=[CH:75][CH:76]=[CH:77][CH:78]=4)[CH:81]=3)[C:95]=12, predict the reactants needed to synthesize it. The reactants are: Cl.Cl.NC1N=CN=C2N(C(C3OC(=O)C4C(C=3C3SC(CN5CCNCC5)=CC=3)=CC=CC=4)C)N=C(C3C=C(O)C=C(F)C=3)C=12.[CH3:46][N:47]([CH3:71])[CH2:48][CH:49]=[CH:50][C:51]1[CH:56]=[CH:55][C:54]([C:57]2[C:66]3[C:61](=[CH:62][CH:63]=[CH:64][CH:65]=3)[C:60](=[O:67])[O:59][C:58]=2[CH:68](O)[CH3:69])=[CH:53][CH:52]=1.[CH2:72]([O:79][C:80]1[CH:81]=[C:82]([C:87]2[C:95]3[C:90](=[N:91][CH:92]=[N:93][C:94]=3[NH2:96])[NH:89][N:88]=2)[CH:83]=[C:84]([F:86])[CH:85]=1)[C:73]1[CH:78]=[CH:77][CH:76]=[CH:75][CH:74]=1. (2) Given the product [C:1]([C@H:5]1[C:33](=[O:34])[N:32]2[CH2:35][C@@H:29]([CH2:30][C@H:31]2[C:36]([O:38][CH3:39])=[O:37])[O:28][C:17]2=[N:18][C:19]3[CH:20]=[C:21]([O:26][CH3:27])[CH:22]=[CH:23][C:24]=3[N:25]=[C:16]2[CH2:15][CH2:14][CH2:13][CH2:12][CH2:11][C@@H:10]2[CH2:40][C@H:9]2[O:8][C:7](=[O:41])[NH:6]1)([CH3:4])([CH3:2])[CH3:3], predict the reactants needed to synthesize it. The reactants are: [C:1]([C@H:5]1[C:33](=[O:34])[N:32]2[CH2:35][C@@H:29]([CH2:30][C@H:31]2[C:36]([O:38][CH3:39])=[O:37])[O:28][C:17]2=[N:18][C:19]3[CH:20]=[C:21]([O:26][CH3:27])[CH:22]=[CH:23][C:24]=3[N:25]=[C:16]2[CH:15]=[CH:14][CH2:13][CH2:12][CH2:11][C@@H:10]2[CH2:40][C@H:9]2[O:8][C:7](=[O:41])[NH:6]1)([CH3:4])([CH3:3])[CH3:2].